Dataset: Forward reaction prediction with 1.9M reactions from USPTO patents (1976-2016). Task: Predict the product of the given reaction. (1) Given the reactants [OH:1][C:2]1[CH:7]=[CH:6][CH:5]=[CH:4][C:3]=1[C:8]1[CH:17]=[C:16]([NH:18][C@H:19]2[CH2:23][CH2:22][N:21](C(OC(C)(C)C)=O)[CH2:20]2)[C:15]2[C:10](=[CH:11][CH:12]=[CH:13][CH:14]=2)[N:9]=1.Cl, predict the reaction product. The product is: [NH:21]1[CH2:22][CH2:23][C@H:19]([NH:18][C:16]2[C:15]3[C:10](=[CH:11][CH:12]=[CH:13][CH:14]=3)[N:9]=[C:8]([C:3]3[CH:4]=[CH:5][CH:6]=[CH:7][C:2]=3[OH:1])[CH:17]=2)[CH2:20]1. (2) The product is: [CH3:22][C@:16]12[CH2:15][CH2:14][C@H:13]3[C@@H:12]([CH2:11][CH2:10][C@@H:9]4[C@:4]3([CH3:3])[CH2:5][CH2:6][C@H:7]([OH:23])[CH2:8]4)[C@@H:17]1[CH2:18][CH2:19][CH2:20]2. Given the reactants [OH-].[K+].[CH3:3][C@@:4]12[C@H:13]3[CH2:14][CH2:15][C@:16]4([CH3:22])[C:20](=O)[CH2:19][CH2:18][C@H:17]4[C@@H:12]3[CH2:11][CH2:10][C@H:9]1[CH2:8][C@@H:7]([OH:23])[CH2:6][CH2:5]2.O.NN.Cl, predict the reaction product.